This data is from Peptide-MHC class I binding affinity with 185,985 pairs from IEDB/IMGT. The task is: Regression. Given a peptide amino acid sequence and an MHC pseudo amino acid sequence, predict their binding affinity value. This is MHC class I binding data. The peptide sequence is QRSTLERTSKASLER. The MHC is HLA-A26:01 with pseudo-sequence HLA-A26:01. The binding affinity (normalized) is 0.00591.